From a dataset of Experimentally validated miRNA-target interactions with 360,000+ pairs, plus equal number of negative samples. Binary Classification. Given a miRNA mature sequence and a target amino acid sequence, predict their likelihood of interaction. (1) Result: 0 (no interaction). The protein sequence of the target gene is MEAVPGTPPPPPSESPPPPSPPPPSTPSPPPCSPDGRAATPHLLHHRLPLPDDREDGELEEGELEDDGAEEVQDPPGGQERSRKEKGEKHHSDSEEEKSHRRLKRKRKKEREKEKRRSKKRRKSKHKRHASSSDDFSDFSDDSDFSPSEKSHRKYRDYSPPYAPSHQQYSSSHNAPLPKKSYSKMDSKGYSMYEDYENEQYGEYEGDEEEDMGKEDYDDFTKELNQYRRAKEGSSRGRGSRGRGRGYRGRGSRGGSRGRGMGRGSRGRGRGSMGEHPEDEEDLYEEEIEYGESEEPMGDD.... The miRNA is hsa-miR-8086 with sequence UGCUAGUCUGGACUGAUAUGGU. (2) The miRNA is hsa-miR-7109-3p with sequence CAAGCCUCUCCUGCCCUUCCAG. The protein sequence of the target gene is MTARGLALGLLLLLLCPAQVFSQSCVWYGECGIAYGDKRYNCEYSGPPKPLPKDGYDLVQELCPGFFFGNVSLCCDVRQLQTLKDNLQLPLQFLSRCPSCFYNLLNLFCELTCSPRQSQFLNVTATEDYVDPVTNQTKTNVKELQYYVGQSFANAMYNACRDVEAPSSNDKALGLLCGKDADACNATNWIEYMFNKDNGQAPFTITPVFSDFPVHGMEPMNNATKGCDESVDEVTAPCSCQDCSIVCGPKPQPPPPPAPWTILGLDAMYVIMWITYMAFLLVFFGAFFAVWCYRKRYFVS.... Result: 0 (no interaction). (3) The protein sequence of the target gene is MDKEKLDVKIEYCNYAMDSSVENMYVNKVWVQCENENCLKWRLLSSEDSAKVDHDEPWYCFMNTDSRYNNCSISEEDFPEESQLHQCGFKIVYSQLPLGSLVLVKLQNWPSWPGILCPDRFKGKYVTYDPDGNVEEYHIEFLGDPHSRSWIKATFVGHYSITLKPEKCKNKKKWYKSALQEACLLYGYSHEQRLEMCCLSKLQDKSETHDKVAALVKKRKQTSKNNIEKKKPKFRKRKRKAILKCSFENVYSDDALSKENRVVCETEVLLKELEQMLQQALQPTATPDESEEGHGEEINM.... Result: 0 (no interaction). The miRNA is hsa-miR-4704-5p with sequence GACACUAGGCAUGUGAGUGAUU. (4) The miRNA is rno-miR-204-5p with sequence UUCCCUUUGUCAUCCUAUGCCU. The protein sequence of the target gene is MASSLNEDPEGSRITYVKGDLFACPKTDSLAHCISEDCRMGAGIAVLFKKKFGGVQELLNQQKKSGEVAVLKRDGRYIYYLITKKRASHKPTYENLQKSLEAMKSHCLKNGVTDLSMPRIGCGLDRLQWENVSAMIEEVFEATDIKITVYTL. Result: 0 (no interaction). (5) The protein sequence of the target gene is MVLKVFFPTCCASADSGLLVGRWVPGQSSAVILAVVHFPFIPIQVKELLAQVQKASQVPVAVLGTWCHRQQEPQESLGNFLEGLGTIFSHDPWLQLCRERGTRLWSCKATYPQMSNPLDMHPEEQVMLIFYDQRKLLLSWLHPPPVLPACQMGDTTASTGGLADIFDTVARSEVLFRNDQFDERPVRLSHWQSEGVEASILVELAKRASGPVCLLLASLLSLISAASACRLWKLWPLSFIRSKLSTCEQLHHRLKHLSFIFSTEKAQNPMQLMRKANMLVSVLLDVALGLLLLSWLHSNN.... Result: 0 (no interaction). The miRNA is mmu-miR-695 with sequence AGAUUGGGCAUAGGUGACUGAA. (6) The miRNA is hsa-miR-6761-5p with sequence UCUGAGAGAGCUCGAUGGCAG. The protein sequence of the target gene is MDSFKVVLEGPAPWGFRLQGGKDFNVPLSISRLTPGGKAAQAGVAVGDWVLSIDGENAGSLTHIEAQNKIRACGERLSLGLSRAQPVQSKPQKASAPAADPPRYTFAPSVSLNKTARPFGAPPPADSAPQQNGQPLRPLVPDASKQRLMENTEDWRPRPGTGQSRSFRILAHLTGTEFMQDPDEEHLKKSSQVPRTEAPAPASSTPQEPWPGPTAPSPTSRPPWAVDPAFAERYAPDKTSTVLTRHSQPATPTPLQSRTSIVQAAAGGVPGGGSNNGKTPVCHQCHKVIRGRYLVALGHA.... Result: 0 (no interaction). (7) The miRNA is hsa-miR-4293 with sequence CAGCCUGACAGGAACAG. Result: 0 (no interaction). The protein sequence of the target gene is MEDTGIQRGIWDGDAKAVQQCLTDIFTSVYTTCDIPENAIFGPCVLSHTSLYDSIAFIALKSTDKRTVPYIFRVDTSAANGSSEGLMWLRLVQSARDKEEQNLEAYIKNGQLFYRSLRRIAKDEELLVWYGKELTELLLLCPSRSHNKMNGSSPYTCLECSQRFQFEFPYVAHLRFRCPKRLHSADISPQDEQGGGVGTKDHGGGGGGGKDQQQQQQEAPLGPGPKFCKAGPLHHYPSPSPESSNPSAAAGGSSAKPSTDFHNLARELENSRGGSSCSPAQSLSSGSGSGGGGGHQEAEL....